Dataset: Full USPTO retrosynthesis dataset with 1.9M reactions from patents (1976-2016). Task: Predict the reactants needed to synthesize the given product. (1) Given the product [Br:1][C:2]1[CH:3]=[N:4][C:5]2[N:6]([N:8]=[C:9]([C:11]([N:27]3[CH2:26][CH2:25][N:24]4[C:20]([C:16]5[CH:15]=[N:14][CH:19]=[CH:18][CH:17]=5)=[N:21][N:22]=[C:23]4[CH2:28]3)=[O:13])[CH:10]=2)[CH:7]=1, predict the reactants needed to synthesize it. The reactants are: [Br:1][C:2]1[CH:3]=[N:4][C:5]2[N:6]([N:8]=[C:9]([C:11]([OH:13])=O)[CH:10]=2)[CH:7]=1.[N:14]1[CH:19]=[CH:18][CH:17]=[C:16]([C:20]2[N:24]3[CH2:25][CH2:26][NH:27][CH2:28][C:23]3=[N:22][N:21]=2)[CH:15]=1. (2) Given the product [C:19]([O:18][C:16]([N:14]1[C@H:13]([CH3:23])[CH2:12][CH2:11][C@@H:10]([O:9][C:3]2[C:2]([Cl:1])=[C:7]([CH:6]=[CH:5][N:4]=2)[C:36]([O:39][CH3:40])=[O:38])[CH2:15]1)=[O:17])([CH3:22])([CH3:21])[CH3:20], predict the reactants needed to synthesize it. The reactants are: [Cl:1][C:2]1[C:3]([O:9][C@H:10]2[CH2:15][N:14]([C:16]([O:18][C:19]([CH3:22])([CH3:21])[CH3:20])=[O:17])[C@H:13]([CH3:23])[CH2:12][CH2:11]2)=[N:4][CH:5]=[CH:6][C:7]=1I.C(N(CC)CC)C.ClCCl.[C]=O.[C:36]([O:39][CH2:40]C)(=[O:38])C. (3) Given the product [Cl:19][C:17]1[CH:16]=[CH:15][C:14]2[N:8]([CH2:7][C:6]([CH3:50])([CH3:49])[CH2:5][OH:4])[C:9](=[O:48])[C@@H:10]([CH2:30][C:31]([NH:33][C:34]3[CH:35]=[C:36]4[C:40](=[CH:41][CH:42]=3)[NH:39][C:38]([C:43]([OH:45])=[O:44])=[CH:37]4)=[O:32])[O:11][C@H:12]([C:20]3[CH:25]=[CH:24][CH:23]=[C:22]([O:26][CH3:27])[C:21]=3[O:28][CH3:29])[C:13]=2[CH:18]=1, predict the reactants needed to synthesize it. The reactants are: C([O:4][CH2:5][C:6]([CH3:50])([CH3:49])[CH2:7][N:8]1[C:14]2[CH:15]=[CH:16][C:17]([Cl:19])=[CH:18][C:13]=2[C@@H:12]([C:20]2[CH:25]=[CH:24][CH:23]=[C:22]([O:26][CH3:27])[C:21]=2[O:28][CH3:29])[O:11][C@H:10]([CH2:30][C:31]([NH:33][C:34]2[CH:35]=[C:36]3[C:40](=[CH:41][CH:42]=2)[NH:39][C:38]([C:43]([O:45]CC)=[O:44])=[CH:37]3)=[O:32])[C:9]1=[O:48])(=O)C.[OH-].[Na+].Cl. (4) The reactants are: [CH2:1]([O:8][C:9]([N:11]1[CH2:15][C@H:14]([O:16]C(C)(C)C)[CH2:13][C@H:12]1[C:21]1[O:22][C:23]([CH3:26])=[CH:24][N:25]=1)=[O:10])[C:2]1[CH:7]=[CH:6][CH:5]=[CH:4][CH:3]=1.FC(F)(F)C(O)=O.C(=O)(O)[O-].[Na+]. Given the product [CH2:1]([O:8][C:9]([N:11]1[CH2:15][C@H:14]([OH:16])[CH2:13][C@H:12]1[C:21]1[O:22][C:23]([CH3:26])=[CH:24][N:25]=1)=[O:10])[C:2]1[CH:7]=[CH:6][CH:5]=[CH:4][CH:3]=1, predict the reactants needed to synthesize it.